From a dataset of Full USPTO retrosynthesis dataset with 1.9M reactions from patents (1976-2016). Predict the reactants needed to synthesize the given product. (1) Given the product [CH3:1][N:2]1[C@@H:19]2[CH2:20][C:7]3[CH:8]=[CH:9][C:10]([OH:22])=[C:11]4[O:12][C@H:13]5[C:14]([CH:16]=[CH:17][C@:18]2([OH:21])[C@:5]5([C:6]=34)[CH2:4][CH2:3]1)=[O:15], predict the reactants needed to synthesize it. The reactants are: [CH3:1][N:2]1[C@@H:19]2[CH2:20][C:7]3=[CH:8][CH:9]=[C:10]([OH:22])[C:11]4[O:12][C@H:13]5[C:14]([CH2:16][CH2:17][C@:18]2([OH:21])[C@:5]5([C:6]=43)[CH2:4][CH2:3]1)=[O:15].O. (2) Given the product [O:62]=[C:58]1[N:57]([CH2:56][CH2:55][N:1]2[C:9]3[C:4](=[CH:5][CH:6]=[CH:7][CH:8]=3)[C:3]3([CH2:13][O:12][C:11]4[CH:14]=[C:15]5[C:19](=[CH:20][C:10]3=4)[CH2:18][CH2:17][O:16]5)[C:2]2=[O:21])[CH2:61][CH2:60][O:59]1, predict the reactants needed to synthesize it. The reactants are: [NH:1]1[C:9]2[C:4](=[CH:5][CH:6]=[CH:7][CH:8]=2)[C:3]2([CH2:13][O:12][C:11]3[CH:14]=[C:15]4[C:19](=[CH:20][C:10]2=3)[CH2:18][CH2:17][O:16]4)[C:2]1=[O:21].CC1C2C=C3C4(C5C(=CC=CC=5)NC4=O)COC3=CC=2ON=1.CC1C=CC(S(O[CH2:55][CH2:56][N:57]2[CH2:61][CH2:60][O:59][C:58]2=[O:62])(=O)=O)=CC=1.BrCC1OC(C(F)(F)F)=CC=1. (3) Given the product [Cl:2][C:3]1[CH:8]=[CH:7][C:6]([Cl:9])=[CH:5][C:4]=1[S:10]([NH2:1])(=[O:12])=[O:11], predict the reactants needed to synthesize it. The reactants are: [NH3:1].[Cl:2][C:3]1[CH:8]=[CH:7][C:6]([Cl:9])=[CH:5][C:4]=1[S:10](Cl)(=[O:12])=[O:11].Cl. (4) Given the product [CH2:1]([O:3][C:4](=[O:18])[CH2:5][C@H:6]1[CH2:11][CH2:10][N:9]2[C:12](=[O:17])[O:13][C:14]([CH3:15])([CH3:16])[C@H:8]2[CH2:7]1)[CH3:2], predict the reactants needed to synthesize it. The reactants are: [CH2:1]([O:3][C:4](=[O:18])[CH:5]=[C:6]1[CH2:11][CH2:10][N:9]2[C:12](=[O:17])[O:13][C:14]([CH3:16])([CH3:15])[C@H:8]2[CH2:7]1)[CH3:2]. (5) Given the product [Cl:15][C:11]1[CH:10]=[C:9]2[C:14]([C:6]([CH2:5][O:4][CH3:1])=[CH:7][NH:8]2)=[CH:13][CH:12]=1, predict the reactants needed to synthesize it. The reactants are: [C:1]([O:4][CH2:5][C:6]1[C:14]2[C:9](=[CH:10][C:11]([Cl:15])=[CH:12][CH:13]=2)[N:8](C(OC(C)(C)C)=O)[CH:7]=1)(=O)C.C[O-].[Na+].